Dataset: Full USPTO retrosynthesis dataset with 1.9M reactions from patents (1976-2016). Task: Predict the reactants needed to synthesize the given product. Given the product [CH:2]([C@@H:5]1[CH2:9][N:8]([C:10]([O:12][C:13]([CH3:15])([CH3:14])[CH3:16])=[O:11])[C:7](=[O:17])[CH2:6]1)=[O:1], predict the reactants needed to synthesize it. The reactants are: [OH:1][C@@H:2]([C@@H:5]1[CH2:9][N:8]([C:10]([O:12][C:13]([CH3:16])([CH3:15])[CH3:14])=[O:11])[C:7](=[O:17])[CH2:6]1)CO.